Dataset: hERG potassium channel inhibition data for cardiac toxicity prediction from Karim et al.. Task: Regression/Classification. Given a drug SMILES string, predict its toxicity properties. Task type varies by dataset: regression for continuous values (e.g., LD50, hERG inhibition percentage) or binary classification for toxic/non-toxic outcomes (e.g., AMES mutagenicity, cardiotoxicity, hepatotoxicity). Dataset: herg_karim. (1) The drug is CCOC(=O)C1CCC(N2CC(NC(=O)CNc3nn(C(N)=O)c4ccc(C(F)(F)F)cc34)C2)CC1. The result is 0 (non-blocker). (2) The molecule is C[C@@H]([C@@H](O)c1ccc(O)cc1)N1CCC(O)(c2ccccc2)CC1. The result is 0 (non-blocker). (3) The compound is Cc1c2c(n3c1CCN(C(=O)C(C)N)CC(C)C(C)Nc1cc-3ccc1C(N)=O)CC(C)(C)CC2=O. The result is 0 (non-blocker). (4) The molecule is CCN1CCCC1CNC(=O)c1cc(S(N)(=O)=O)ccc1OC. The result is 0 (non-blocker). (5) The drug is C[C@H]1CN(C[C@H](Cc2ccccc2)C(=O)NCC(=O)O)CC[C@@]1(C)c1cccc(O)c1. The result is 0 (non-blocker). (6) The compound is CC(C)CN(C(=O)c1cccc(Cl)c1F)C1CCNC1. The result is 0 (non-blocker). (7) The drug is O=C(C1CNCCC1(O)c1ccc(F)c(F)c1)N(Cc1cn(Cc2cnoc2)c2cccc(F)c12)C1CC1. The result is 1 (blocker). (8) The drug is CC(C)NC(=O)NS(=O)(=O)c1ccc(OCCN2CCCC2)cc1. The result is 0 (non-blocker). (9) The compound is C[C@@H]1CCCN1CCCOc1ccc(C2=NNC(=O)CC2)cc1. The result is 0 (non-blocker). (10) The molecule is CC1(C)Oc2ccc(-c3cccnc3F)cc2C2(COC(N)=N2)C12COC2. The result is 0 (non-blocker).